From a dataset of Full USPTO retrosynthesis dataset with 1.9M reactions from patents (1976-2016). Predict the reactants needed to synthesize the given product. Given the product [CH2:1]([N:8]1[CH2:14][CH2:15][C@H:16]([CH2:17][I:30])[C@@H:9]1[C:10]([O:12][CH3:13])=[O:11])[C:2]1[CH:7]=[CH:6][CH:5]=[CH:4][CH:3]=1, predict the reactants needed to synthesize it. The reactants are: [CH2:1]([N:8]([CH2:14][CH2:15][CH:16]=[CH2:17])[CH2:9][C:10]([O:12][CH3:13])=[O:11])[C:2]1[CH:7]=[CH:6][CH:5]=[CH:4][CH:3]=1.C([N-]C(C)C)(C)C.[Li+].CC(C)=O.[I:30]I.